Dataset: Full USPTO retrosynthesis dataset with 1.9M reactions from patents (1976-2016). Task: Predict the reactants needed to synthesize the given product. (1) Given the product [CH:8]1([NH:11][C:12]2[N:13]=[C:14]3[CH2:36][CH2:35][N:34]([CH3:2])[CH:33]([CH3:37])[C:15]3=[N:16][C:17]=2[N:18]2[CH2:19][CH2:20][CH:21]([O:24][C:25]3[CH:30]=[CH:29][C:28]([F:31])=[CH:27][C:26]=3[F:32])[CH2:22][CH2:23]2)[CH2:10][CH2:9]1.[C:2]([OH:3])([C:4]([F:7])([F:6])[F:5])=[O:1], predict the reactants needed to synthesize it. The reactants are: [OH:1][C:2]([C:4]([F:7])([F:6])[F:5])=[O:3].[CH:8]1([NH:11][C:12]2[N:13]=[C:14]3[CH2:36][CH2:35][NH:34][CH:33]([CH3:37])[C:15]3=[N:16][C:17]=2[N:18]2[CH2:23][CH2:22][CH:21]([O:24][C:25]3[CH:30]=[CH:29][C:28]([F:31])=[CH:27][C:26]=3[F:32])[CH2:20][CH2:19]2)[CH2:10][CH2:9]1.C=O.CCN(C(C)C)C(C)C.C(O[BH-](OC(=O)C)OC(=O)C)(=O)C.[Na+]. (2) Given the product [CH3:20][C:17]1[CH:18]=[CH:19][C:12]([OH:11])=[C:13]([C:14]2[NH:1][N:2]=[C:3]([C:5]3[CH:10]=[N:9][CH:8]=[CH:7][N:6]=3)[N:4]=2)[CH:16]=1, predict the reactants needed to synthesize it. The reactants are: [NH2:1][NH:2][C:3]([C:5]1[CH:10]=[N:9][CH:8]=[CH:7][N:6]=1)=[NH:4].[OH:11][C:12]1[CH:19]=[CH:18][C:17]([CH3:20])=[CH:16][C:13]=1[CH:14]=O.